From a dataset of NCI-60 drug combinations with 297,098 pairs across 59 cell lines. Regression. Given two drug SMILES strings and cell line genomic features, predict the synergy score measuring deviation from expected non-interaction effect. (1) Drug 1: CC1=C2C(C(=O)C3(C(CC4C(C3C(C(C2(C)C)(CC1OC(=O)C(C(C5=CC=CC=C5)NC(=O)C6=CC=CC=C6)O)O)OC(=O)C7=CC=CC=C7)(CO4)OC(=O)C)O)C)OC(=O)C. Drug 2: C1=CC=C(C(=C1)C(C2=CC=C(C=C2)Cl)C(Cl)Cl)Cl. Cell line: HOP-62. Synergy scores: CSS=-0.385, Synergy_ZIP=-1.82, Synergy_Bliss=-4.00, Synergy_Loewe=-2.73, Synergy_HSA=-2.91. (2) Drug 1: C1CC(=O)NC(=O)C1N2CC3=C(C2=O)C=CC=C3N. Drug 2: C(=O)(N)NO. Cell line: SNB-75. Synergy scores: CSS=6.85, Synergy_ZIP=-2.39, Synergy_Bliss=0.138, Synergy_Loewe=6.11, Synergy_HSA=1.46. (3) Drug 1: CCCCCOC(=O)NC1=NC(=O)N(C=C1F)C2C(C(C(O2)C)O)O. Drug 2: CC12CCC3C(C1CCC2OP(=O)(O)O)CCC4=C3C=CC(=C4)OC(=O)N(CCCl)CCCl.[Na+]. Cell line: BT-549. Synergy scores: CSS=15.3, Synergy_ZIP=-1.22, Synergy_Bliss=-0.192, Synergy_Loewe=-6.06, Synergy_HSA=-1.89. (4) Drug 1: C1CCC(C1)C(CC#N)N2C=C(C=N2)C3=C4C=CNC4=NC=N3. Drug 2: N.N.Cl[Pt+2]Cl. Cell line: SN12C. Synergy scores: CSS=0.774, Synergy_ZIP=-2.20, Synergy_Bliss=-4.23, Synergy_Loewe=-5.14, Synergy_HSA=-4.18. (5) Drug 1: C1=NC2=C(N1)C(=S)N=C(N2)N. Drug 2: COCCOC1=C(C=C2C(=C1)C(=NC=N2)NC3=CC=CC(=C3)C#C)OCCOC.Cl. Cell line: SN12C. Synergy scores: CSS=18.6, Synergy_ZIP=-8.60, Synergy_Bliss=-4.43, Synergy_Loewe=-4.06, Synergy_HSA=-2.44. (6) Drug 1: CCC1(CC2CC(C3=C(CCN(C2)C1)C4=CC=CC=C4N3)(C5=C(C=C6C(=C5)C78CCN9C7C(C=CC9)(C(C(C8N6C=O)(C(=O)OC)O)OC(=O)C)CC)OC)C(=O)OC)O.OS(=O)(=O)O. Drug 2: CCN(CC)CCCC(C)NC1=C2C=C(C=CC2=NC3=C1C=CC(=C3)Cl)OC. Cell line: UACC-257. Synergy scores: CSS=9.69, Synergy_ZIP=-1.61, Synergy_Bliss=0.797, Synergy_Loewe=2.43, Synergy_HSA=1.91. (7) Drug 1: C1=C(C(=O)NC(=O)N1)N(CCCl)CCCl. Drug 2: C1CN1P(=S)(N2CC2)N3CC3. Cell line: TK-10. Synergy scores: CSS=-3.05, Synergy_ZIP=-5.76, Synergy_Bliss=-13.1, Synergy_Loewe=-15.3, Synergy_HSA=-12.8. (8) Drug 1: CC1=C2C(C(=O)C3(C(CC4C(C3C(C(C2(C)C)(CC1OC(=O)C(C(C5=CC=CC=C5)NC(=O)C6=CC=CC=C6)O)O)OC(=O)C7=CC=CC=C7)(CO4)OC(=O)C)O)C)OC(=O)C. Drug 2: COCCOC1=C(C=C2C(=C1)C(=NC=N2)NC3=CC=CC(=C3)C#C)OCCOC.Cl. Cell line: MDA-MB-231. Synergy scores: CSS=14.5, Synergy_ZIP=-1.93, Synergy_Bliss=4.15, Synergy_Loewe=-6.23, Synergy_HSA=4.86. (9) Drug 1: CN1CCC(CC1)COC2=C(C=C3C(=C2)N=CN=C3NC4=C(C=C(C=C4)Br)F)OC. Drug 2: C1CNP(=O)(OC1)N(CCCl)CCCl. Cell line: SR. Synergy scores: CSS=-8.10, Synergy_ZIP=0.139, Synergy_Bliss=-6.96, Synergy_Loewe=-6.67, Synergy_HSA=-8.29.